Dataset: Forward reaction prediction with 1.9M reactions from USPTO patents (1976-2016). Task: Predict the product of the given reaction. (1) Given the reactants Cl[C:2]1[C:7]([CH:8]=[O:9])=[CH:6][N:5]=[C:4]2[N:10]([CH2:13][C:14]3[CH:19]=[CH:18][C:17]([O:20][CH3:21])=[CH:16][CH:15]=3)[N:11]=[CH:12][C:3]=12.[CH2:22]([NH2:24])[CH3:23], predict the reaction product. The product is: [CH2:22]([NH:24][C:2]1[C:7]([CH:8]=[O:9])=[CH:6][N:5]=[C:4]2[N:10]([CH2:13][C:14]3[CH:19]=[CH:18][C:17]([O:20][CH3:21])=[CH:16][CH:15]=3)[N:11]=[CH:12][C:3]=12)[CH3:23]. (2) Given the reactants [CH:1]1([N:6]2[C:14]3[C:9](=[CH:10][CH:11]=[CH:12][C:13]=3[F:15])[C:8]([C:16]3[CH:21]=[CH:20][C:19]([OH:22])=[CH:18][CH:17]=3)=[N:7]2)[CH2:5][CH2:4][CH2:3][CH2:2]1.[C:23](Cl)(=[O:28])[C:24]([CH3:27])([CH3:26])[CH3:25].C(N(CC)C(C)C)(C)C, predict the reaction product. The product is: [C:23]([O:22][C:19]1[CH:18]=[CH:17][C:16]([C:8]2[C:9]3[C:14](=[C:13]([F:15])[CH:12]=[CH:11][CH:10]=3)[N:6]([CH:1]3[CH2:5][CH2:4][CH2:3][CH2:2]3)[N:7]=2)=[CH:21][CH:20]=1)(=[O:28])[C:24]([CH3:27])([CH3:26])[CH3:25]. (3) Given the reactants [C:1]([C:5]1[C:6](=[O:25])[N:7]([CH2:17][C:18]([O:20]C(C)(C)C)=[O:19])[C:8]2[C:13]([N:14]=1)=[CH:12][CH:11]=[C:10]([O:15][CH3:16])[CH:9]=2)([CH3:4])([CH3:3])[CH3:2], predict the reaction product. The product is: [C:1]([C:5]1[C:6](=[O:25])[N:7]([CH2:17][C:18]([OH:20])=[O:19])[C:8]2[C:13]([N:14]=1)=[CH:12][CH:11]=[C:10]([O:15][CH3:16])[CH:9]=2)([CH3:4])([CH3:2])[CH3:3]. (4) Given the reactants Cl.[Cl:2][C:3]1[CH:18]=[CH:17][C:6]2[NH:7][C:8]3[S:9][C:10]([CH3:16])=[CH:11][C:12]=3[C:13]([NH2:15])=[N:14][C:5]=2[CH:4]=1.[CH3:19][O:20][CH2:21][CH2:22][C@H:23]1[CH2:28]N[CH2:26][CH2:25][NH:24]1, predict the reaction product. The product is: [Cl:2][C:3]1[CH:18]=[CH:17][C:6]2[NH:7][C:8]3[S:9][C:10]([CH3:16])=[CH:11][C:12]=3[C:13]([N:15]3[CH2:26][CH2:25][NH:24][C@@H:23]([CH2:22][CH2:21][O:20][CH3:19])[CH2:28]3)=[N:14][C:5]=2[CH:4]=1. (5) Given the reactants [N+:1]([C:4]1[CH:5]=[C:6]([NH:10][C:11]2[N:18]=[CH:17][CH:16]=[CH:15][C:12]=2[CH:13]=O)[CH:7]=[CH:8][CH:9]=1)([O-:3])=[O:2].[S:19]1[CH:23]=[CH:22][CH:21]=[C:20]1[CH2:24][CH2:25][CH2:26][C:27](OCC)=[O:28].[Li+].CC([N-]C(C)C)C, predict the reaction product. The product is: [N+:1]([C:4]1[CH:5]=[C:6]([N:10]2[C:11]3[C:12](=[CH:15][CH:16]=[CH:17][N:18]=3)[CH:13]=[C:26]([CH2:25][CH2:24][C:20]3[S:19][CH:23]=[CH:22][CH:21]=3)[C:27]2=[O:28])[CH:7]=[CH:8][CH:9]=1)([O-:3])=[O:2]. (6) Given the reactants FC1C=CC(C(Cl)=O)=CC=1.[S:11]1[C:15]2[CH:16]=[CH:17][CH:18]=[CH:19][C:14]=2[N:13]=[CH:12]1.[Al+3].[Cl-].[Cl-].[Cl-].C[Si]([C:28]#[N:29])(C)C, predict the reaction product. The product is: [S:11]1[C:15]2[CH:16]=[CH:17][CH:18]=[CH:19][C:14]=2[NH:13][CH:12]1[C:28]#[N:29]. (7) Given the reactants [CH3:1][C:2](=[CH2:7])[CH2:3][CH2:4][Mg]Br.Br[CH2:9][C:10]([CH2:12][CH2:13][Cl:14])=[CH2:11], predict the reaction product. The product is: [CH3:1][C:2](=[CH2:7])[CH2:3][CH2:4][CH2:11][C:10](=[CH2:9])[CH2:12][CH2:13][Cl:14]. (8) Given the reactants Br[C:2]1[S:10][C:9]2[C:4](=[N:5][CH:6]=[CH:7][C:8]=2[O:11][C:12]2[CH:17]=[CH:16][C:15]([N+:18]([O-:20])=[O:19])=[CH:14][C:13]=2[F:21])[CH:3]=1.[OH:22][C:23]1[CH:28]=[CH:27][C:26](B(O)O)=[CH:25][CH:24]=1.[F-].[Cs+].C(=O)(O)[O-].[Na+], predict the reaction product. The product is: [F:21][C:13]1[CH:14]=[C:15]([N+:18]([O-:20])=[O:19])[CH:16]=[CH:17][C:12]=1[O:11][C:8]1[CH:7]=[CH:6][N:5]=[C:4]2[CH:3]=[C:2]([C:26]3[CH:27]=[CH:28][C:23]([OH:22])=[CH:24][CH:25]=3)[S:10][C:9]=12. (9) Given the reactants Cl[C:2]1[CH:7]=[CH:6][C:5]2=[N:8][C:9]([C:11]3[CH:16]=[CH:15][C:14]([CH3:17])=[C:13]([N+:18]([O-:20])=[O:19])[CH:12]=3)=[CH:10][N:4]2[N:3]=1.CC1(C)C(C)(C)OB([C:29]2[C:30]([C:35]([F:38])([F:37])[F:36])=[N:31][CH:32]=[CH:33][CH:34]=2)O1.CC([O-])=O.[K+].C1(P(C2CCCCC2)C2C=CC=CC=2C2C(C(C)C)=CC(C(C)C)=CC=2C(C)C)CCCCC1, predict the reaction product. The product is: [CH3:17][C:14]1[CH:15]=[CH:16][C:11]([C:9]2[N:8]=[C:5]3[N:4]([CH:10]=2)[N:3]=[C:2]([C:29]2[C:30]([C:35]([F:38])([F:37])[F:36])=[N:31][CH:32]=[CH:33][CH:34]=2)[CH:7]=[CH:6]3)=[CH:12][C:13]=1[N+:18]([O-:20])=[O:19]. (10) The product is: [Br:16][C:17]1[CH:18]=[CH:19][C:20]([S:23]([N:26]2[CH2:31][CH2:30][N:29]([C:9]([O:11][C:12]([CH3:13])([CH3:14])[CH3:15])=[O:10])[CH2:28][CH2:27]2)(=[O:25])=[O:24])=[CH:21][CH:22]=1. Given the reactants [C:9](O[C:9]([O:11][C:12]([CH3:15])([CH3:14])[CH3:13])=[O:10])([O:11][C:12]([CH3:15])([CH3:14])[CH3:13])=[O:10].[Br:16][C:17]1[CH:22]=[CH:21][C:20]([S:23]([N:26]2[CH2:31][CH2:30][NH:29][CH2:28][CH2:27]2)(=[O:25])=[O:24])=[CH:19][CH:18]=1, predict the reaction product.